Regression. Given a peptide amino acid sequence and an MHC pseudo amino acid sequence, predict their binding affinity value. This is MHC class II binding data. From a dataset of Peptide-MHC class II binding affinity with 134,281 pairs from IEDB. (1) The peptide sequence is AFILDDDNLFPKV. The MHC is DRB3_0101 with pseudo-sequence DRB3_0101. The binding affinity (normalized) is 0.796. (2) The peptide sequence is KKKCDTLLCDIGESSSS. The MHC is DRB1_0301 with pseudo-sequence DRB1_0301. The binding affinity (normalized) is 0.552.